From a dataset of Retrosynthesis with 50K atom-mapped reactions and 10 reaction types from USPTO. Predict the reactants needed to synthesize the given product. (1) Given the product CCCC(C(=O)O)c1c(C)nc2ccnn2c1N1CC[C@@H](NS(=O)(=O)c2ccc(Cl)cc2)C1, predict the reactants needed to synthesize it. The reactants are: CCCC(C(=O)OCC)c1c(C)nc2ccnn2c1N1CC[C@@H](NS(=O)(=O)c2ccc(Cl)cc2)C1. (2) Given the product COc1ccc(-c2nc(S(=O)c3ccc(C)cc3)[nH]c2-c2ccc(OC)cc2)cc1, predict the reactants needed to synthesize it. The reactants are: COc1ccc(-c2nc(Sc3ccc(C)cc3)[nH]c2-c2ccc(OC)cc2)cc1.O=C(OO)c1cccc(Cl)c1. (3) Given the product COc1cc2c(cc1NS(=O)(=O)CCl)OC(C)(C)[C@](O)(CCc1ccccc1)[C@]2(OC(N)=O)C(C)(C)C, predict the reactants needed to synthesize it. The reactants are: COc1cc2c(cc1N)OC(C)(C)[C@](O)(CCc1ccccc1)[C@]2(OC(N)=O)C(C)(C)C.O=S(=O)(Cl)CCl. (4) Given the product O=C(O)C(F)(F)F, predict the reactants needed to synthesize it. The reactants are: CC(C)(C)OC(=O)N1C[C@H](C2CCCCC2)C[C@H]1[C@@H](O)c1c(Cl)cncc1Cl. (5) Given the product CC(C)(C)OC(=O)N1CC2CC(Nc3nc(Nc4cc(C5CC5)[nH]n4)ncc3Cl)CC2C1, predict the reactants needed to synthesize it. The reactants are: CC(C)(C)OC(=O)N1CC2CC(Nc3nc(Cl)ncc3Cl)CC2C1.Nc1cc(C2CC2)[nH]n1. (6) Given the product CC(CCNC(=O)OC(C)(C)C)N1CCC(NCc2cccc(C#N)n2)CC1, predict the reactants needed to synthesize it. The reactants are: CC(CCNC(=O)OC(C)(C)C)N1CCC(=O)CC1.N#Cc1cccc(CN)n1. (7) The reactants are: C#CCc1ccccc1.COc1ccc(CNc2ncnc3c2ncn3[C@@H]2O[C@H](CN=[N+]=[N-])[C@@H](O)[C@H]2O)cc1. Given the product COc1ccc(CNc2ncnc3c2ncn3[C@@H]2O[C@H](Cn3cc(Cc4ccccc4)nn3)[C@@H](O)[C@H]2O)cc1, predict the reactants needed to synthesize it. (8) Given the product CC(O)CNc1c(C(=O)NC2C3CC4CC(C3)CC2C4)cnn1-c1ccccc1, predict the reactants needed to synthesize it. The reactants are: CC(O)CN.O=C(NC1C2CC3CC(C2)CC1C3)c1cnn(-c2ccccc2)c1Cl. (9) Given the product NC1CN(c2ccc3c(c2)[C@@H](Cc2ccccc2)[C@@H](N2CCC2)CC3)C1, predict the reactants needed to synthesize it. The reactants are: CC(C)(C)OC(=O)NC1CN(c2ccc3c(c2)[C@@H](Cc2ccccc2)[C@@H](N2CCC2)CC3)C1.